This data is from Reaction yield outcomes from USPTO patents with 853,638 reactions. The task is: Predict the reaction yield, written as a fraction of the theoretical maximum amount of product (1.0 means a 100% yield; for example, 0.34 means a 34% yield). The reactants are [N+:1]([C:4]1[CH:12]=[CH:11][C:7]([C:8]([OH:10])=O)=[CH:6][CH:5]=1)([O-:3])=[O:2].[OH2:13].[OH:13][N:15]1[C:19]2[CH:20]=[CH:21][CH:21]=[CH:20][C:19]=2[N:15]=N1.C(N([CH2:29][CH3:30])CC)C.Cl.C(N=C=NCCCN(C)C)C.[OH2:43]. The catalyst is CN(C)C=O. The product is [N+:1]([C:4]1[CH:5]=[CH:6][C:7]([C:8]([NH:15][CH2:19][CH2:20][C:21]([O:43][CH2:29][CH3:30])=[O:13])=[O:10])=[CH:11][CH:12]=1)([O-:3])=[O:2]. The yield is 1.00.